Dataset: Catalyst prediction with 721,799 reactions and 888 catalyst types from USPTO. Task: Predict which catalyst facilitates the given reaction. (1) Reactant: [CH3:1][C:2]1([CH3:23])[O:6][C@@H:5]2[C@@H:7]([CH2:20][NH:21][CH3:22])[O:8][C@@H:9]([N:10]3[CH:18]=[N:17][C:16]4[C:11]3=[N:12][CH:13]=[N:14][C:15]=4[NH2:19])[C@@H:4]2[O:3]1.[C:24]([C:28]1[CH:33]=[CH:32][C:31]([NH:34][C:35]([NH:37][CH:38]([CH3:42])[CH2:39][CH:40]=O)=[O:36])=[CH:30][CH:29]=1)([CH3:27])([CH3:26])[CH3:25].[BH-](OC(C)=O)(OC(C)=O)OC(C)=O.[Na+].C([O-])(O)=O.[Na+]. Product: [NH2:19][C:15]1[N:14]=[CH:13][N:12]=[C:11]2[C:16]=1[N:17]=[CH:18][N:10]2[C@H:9]1[C@@H:4]2[O:3][C:2]([CH3:1])([CH3:23])[O:6][C@@H:5]2[C@@H:7]([CH2:20][N:21]([CH3:22])[CH2:40][CH2:39][CH:38]([NH:37][C:35]([NH:34][C:31]2[CH:32]=[CH:33][C:28]([C:24]([CH3:27])([CH3:26])[CH3:25])=[CH:29][CH:30]=2)=[O:36])[CH3:42])[O:8]1. The catalyst class is: 26. (2) Reactant: Cl[C:2]1[N:7]=[C:6]([NH:8][C:9]2[CH:19]=[CH:18][C:17]([N:20]3[CH2:25][CH2:24][O:23][CH2:22][CH2:21]3)=[CH:16][C:10]=2[O:11][CH2:12][CH2:13][C:14]#[N:15])[C:5]([Cl:26])=[CH:4][N:3]=1.[NH2:27][C:28]1[CH:29]=[CH:30][C:31]2[C:37]([CH3:39])([CH3:38])[CH2:36][CH2:35][C:34](=[O:40])[NH:33][C:32]=2[CH:41]=1.C12(CS(O)(=O)=O)C(C)(C)C(CC1)CC2=O.C(=O)(O)[O-].[Na+]. Product: [Cl:26][C:5]1[C:6]([NH:8][C:9]2[CH:19]=[CH:18][C:17]([N:20]3[CH2:25][CH2:24][O:23][CH2:22][CH2:21]3)=[CH:16][C:10]=2[O:11][CH2:12][CH2:13][C:14]#[N:15])=[N:7][C:2]([NH:27][C:28]2[CH:29]=[CH:30][C:31]3[C:37]([CH3:38])([CH3:39])[CH2:36][CH2:35][C:34](=[O:40])[NH:33][C:32]=3[CH:41]=2)=[N:3][CH:4]=1. The catalyst class is: 252. (3) Reactant: [S:1]1[CH:5]=[CH:4][CH:3]=[C:2]1[CH2:6][NH:7][C:8]([C:10]1[N:11]=[C:12]2[C:17]([C:18]([F:21])([F:20])[F:19])=[CH:16][C:15](Br)=[CH:14][N:13]2[C:23]=1[Cl:24])=[O:9].C([Si](C(C)C)(C(C)C)[N:29]1[CH:33]=[CH:32][C:31](B(O)O)=[CH:30]1)(C)C.C([O-])([O-])=O.[K+].[K+]. Product: [S:1]1[CH:5]=[CH:4][CH:3]=[C:2]1[CH2:6][NH:7][C:8]([C:10]1[N:11]=[C:12]2[C:17]([C:18]([F:21])([F:20])[F:19])=[CH:16][C:15]([C:31]3[CH:32]=[CH:33][NH:29][CH:30]=3)=[CH:14][N:13]2[C:23]=1[Cl:24])=[O:9]. The catalyst class is: 5. (4) Reactant: [NH2:1][CH2:2][CH2:3][NH:4][S:5]([C:8]1[C:17]2[C:12](=[C:13]([N:18]([CH3:20])[CH3:19])[CH:14]=[CH:15][CH:16]=2)[CH:11]=[CH:10][CH:9]=1)(=[O:7])=[O:6].C([O:24][C@H:25]1[C@@H:29]([O:30]C(=O)C)[C@H:28]([N:34]2[CH:42]=[N:41][C:40]3[C:35]2=[N:36][CH:37]=[N:38][C:39]=3Cl)[O:27][C@@H:26]1[CH2:44][S:45][CH2:46][CH2:47][CH:48]([NH:53]C(OCC1C2C=CC=CC=2C2C1=CC=CC=2)=O)[C:49]([O:51]C)=[O:50])(=O)C. Product: [NH2:53][CH:48]([CH2:47][CH2:46][S:45][CH2:44][C@@H:26]1[C@@H:25]([OH:24])[C@@H:29]([OH:30])[C@H:28]([N:34]2[CH:42]=[N:41][C:40]3[C:35]2=[N:36][CH:37]=[N:38][C:39]=3[NH:1][CH2:2][CH2:3][NH:4][S:5]([C:8]2[C:17]3[C:12](=[C:13]([N:18]([CH3:20])[CH3:19])[CH:14]=[CH:15][CH:16]=3)[CH:11]=[CH:10][CH:9]=2)(=[O:7])=[O:6])[O:27]1)[C:49]([OH:51])=[O:50]. The catalyst class is: 8. (5) Reactant: [Cl:1][C:2]1[CH:7]=[CH:6][C:5]([OH:8])=[C:4]([C:9]2[O:13][N:12]=[CH:11][CH:10]=2)[CH:3]=1.C(=O)([O-])[O-].[K+].[K+].Br[CH2:21][C:22]([O:24][CH3:25])=[O:23]. Product: [CH3:25][O:24][C:22](=[O:23])[CH2:21][O:8][C:5]1[CH:6]=[CH:7][C:2]([Cl:1])=[CH:3][C:4]=1[C:9]1[O:13][N:12]=[CH:11][CH:10]=1. The catalyst class is: 18. (6) Reactant: [NH:1]1[CH2:5][CH2:4][CH:3]([NH:6][C:7]2[C:8]3[CH:9]=[CH:10][N:11]=[CH:12][C:13]=3[CH:14]=[CH:15][CH:16]=2)[CH2:2]1.[C:17]([O:25][CH2:26][CH2:27][O:28][C:29]1[CH:34]=[CH:33][CH:32]=[C:31]([CH:35]=O)[CH:30]=1)(=[O:24])[C:18]1[CH:23]=[CH:22][CH:21]=[CH:20][CH:19]=1.C(O[BH-](OC(=O)C)OC(=O)C)(=O)C.[Na+]. Product: [C:17]([O:25][CH2:26][CH2:27][O:28][C:29]1[CH:34]=[CH:33][CH:32]=[C:31]([CH2:35][N:1]2[CH2:5][CH2:4][CH:3]([NH:6][C:7]3[CH:16]=[CH:15][CH:14]=[C:13]4[C:8]=3[CH:9]=[CH:10][N:11]=[CH:12]4)[CH2:2]2)[CH:30]=1)(=[O:24])[C:18]1[CH:19]=[CH:20][CH:21]=[CH:22][CH:23]=1. The catalyst class is: 16. (7) Reactant: [Br:1][C:2]1[CH:8]=[CH:7][C:5]([NH2:6])=[C:4]([CH3:9])[CH:3]=1.[C:10]([O:13]C(=O)C)(=O)[CH3:11].C([O-])(=O)C.[K+].C(O[N:28]=O)CC(C)C.C(=O)(O)[O-].[Na+]. Product: [Br:1][C:2]1[CH:3]=[C:4]2[C:5](=[CH:7][CH:8]=1)[N:6]([C:10](=[O:13])[CH3:11])[N:28]=[CH:9]2. The catalyst class is: 22.